Task: Predict the reaction yield, written as a fraction of the theoretical maximum amount of product (1.0 means a 100% yield; for example, 0.34 means a 34% yield).. Dataset: Reaction yield outcomes from USPTO patents with 853,638 reactions The reactants are [CH3:1][C:2]1[CH:3]=[C:4]([OH:16])[C:5]([C:9]2[CH:14]=[CH:13][CH:12]=[C:11]([CH3:15])[N:10]=2)=[N:6][C:7]=1[CH3:8].[CH2:17]([O:24][C:25]1[CH:34]=[C:33]2[C:28]([C:29](Cl)=[CH:30][CH:31]=[N:32]2)=[CH:27][C:26]=1[O:36][CH3:37])[C:18]1[CH:23]=[CH:22][CH:21]=[CH:20][CH:19]=1.C(=O)([O-])[O-].[Cs+].[Cs+].O. The catalyst is CN(C)C1C=CN=CC=1.CS(C)=O. The product is [CH2:17]([O:24][C:25]1[CH:34]=[C:33]2[C:28]([C:29]([O:16][C:4]3[C:5]([C:9]4[CH:14]=[CH:13][CH:12]=[C:11]([CH3:15])[N:10]=4)=[N:6][C:7]([CH3:8])=[C:2]([CH3:1])[CH:3]=3)=[CH:30][CH:31]=[N:32]2)=[CH:27][C:26]=1[O:36][CH3:37])[C:18]1[CH:19]=[CH:20][CH:21]=[CH:22][CH:23]=1. The yield is 0.720.